This data is from Full USPTO retrosynthesis dataset with 1.9M reactions from patents (1976-2016). The task is: Predict the reactants needed to synthesize the given product. (1) Given the product [CH3:3][C:4]1[NH:5][C:6]2[C:11]([C:12]=1[C:13]([O:18][CH3:24])=[O:21])=[CH:10][CH:9]=[CH:8][C:7]=2[O:19][CH3:20], predict the reactants needed to synthesize it. The reactants are: N#N.[CH3:3][C:4]1[NH:5][C:6]2[C:11]([C:12]=1[C:13](=[O:18])C(Cl)(Cl)Cl)=[CH:10][CH:9]=[CH:8][C:7]=2[O:19][CH3:20].[OH-:21].[K+].Cl.[CH3:24]O. (2) Given the product [Cl:22][C:16]1[CH:17]=[C:18]([Cl:21])[CH:19]=[CH:20][C:15]=1[C:13]1[N:14]=[C:10](/[CH:9]=[CH:8]/[C:5]2[CH:6]=[CH:7][C:2]([C:28]3[CH:27]=[CH:26][C:25]([O:24][CH3:23])=[C:30]([O:31][CH3:32])[CH:29]=3)=[CH:3][CH:4]=2)[NH:11][CH:12]=1, predict the reactants needed to synthesize it. The reactants are: Br[C:2]1[CH:7]=[CH:6][C:5](/[CH:8]=[CH:9]/[C:10]2[NH:11][CH:12]=[C:13]([C:15]3[CH:20]=[CH:19][C:18]([Cl:21])=[CH:17][C:16]=3[Cl:22])[N:14]=2)=[CH:4][CH:3]=1.[CH3:23][O:24][C:25]1[CH:26]=[C:27](B(O)O)[CH:28]=[CH:29][C:30]=1[O:31][CH3:32]. (3) Given the product [CH3:24][O:23][C:19]1[CH:18]=[C:17]([C:9]2([C:26]3[CH:31]=[CH:30][N:29]=[CH:28][CH:27]=3)[C:8]3[C:3](=[N:4][CH:5]=[CH:6][CH:7]=3)[C:1]([NH2:2])=[N:10]2)[CH:22]=[CH:21][CH:20]=1, predict the reactants needed to synthesize it. The reactants are: [C:1]([C:3]1[C:8]([C:9]([C:17]2[CH:22]=[CH:21][CH:20]=[C:19]([O:23][CH3:24])[CH:18]=2)=[N:10]S(C(C)(C)C)=O)=[CH:7][CH:6]=[CH:5][N:4]=1)#[N:2].I[C:26]1[CH:31]=[CH:30][N:29]=[CH:28][CH:27]=1.C([Li])(C)(C)C.Cl. (4) Given the product [CH3:1][O:2][C:3]([C:5]1[C:9]([NH:10][C:11]([C:13]2[CH:18]=[CH:17][CH:16]=[C:15]([C:19]3[CH:20]=[N:21][N:22]([CH2:28][CH2:29][Cl:30])[CH:23]=3)[N:14]=2)=[O:12])=[CH:8][N:7]([CH3:24])[N:6]=1)=[O:4], predict the reactants needed to synthesize it. The reactants are: [CH3:1][O:2][C:3]([C:5]1[C:9]([NH:10][C:11]([C:13]2[CH:18]=[CH:17][CH:16]=[C:15]([C:19]3[CH:20]=[N:21][NH:22][CH:23]=3)[N:14]=2)=[O:12])=[CH:8][N:7]([CH3:24])[N:6]=1)=[O:4].[H-].[Na+].Br[CH2:28][CH2:29][Cl:30]. (5) Given the product [CH2:22]([C:24]1[CH:25]=[CH:26][C:27]2[CH:31]=[CH:30][S:29][C:28]=2[CH:35]=1)[CH3:23], predict the reactants needed to synthesize it. The reactants are: C([Sn](CCCC)(CCCC)C1C=CC(CC)=CC=1)CCC.[CH2:22]([C:24]1[CH:25]=[CH:26][C:27]2[CH:31]=[C:30](C(O)=O)[S:29][C:28]=2[CH:35]=1)[CH3:23].